This data is from Forward reaction prediction with 1.9M reactions from USPTO patents (1976-2016). The task is: Predict the product of the given reaction. (1) The product is: [NH2:1][C:2]1[CH:3]=[C:4]([C:5](=[S:12])[NH2:7])[CH:8]=[CH:9][N:10]=1. Given the reactants [NH2:1][C:2]1[CH:3]=[C:4]([CH:8]=[CH:9][N:10]=1)[C:5]([NH2:7])=O.P12(SP3(SP(SP(S3)(S1)=S)(=S)S2)=S)=[S:12], predict the reaction product. (2) Given the reactants Br[C:2]1[CH:3]=[N:4][C:5]([N:8]2[CH2:13][CH2:12][O:11][C@H:10]([CH2:14][N:15]3[C:19]4=[N:20][C:21]([C:24]5[CH:25]=[N:26][N:27]([CH3:29])[CH:28]=5)=[CH:22][N:23]=[C:18]4[N:17]=[N:16]3)[CH2:9]2)=[N:6][CH:7]=1.[CH3:30][C:31]1([CH3:47])[C:35]([CH3:37])([CH3:36])[O:34][B:33]([B:33]2[O:34][C:35]([CH3:37])([CH3:36])[C:31]([CH3:47])([CH3:30])[O:32]2)[O:32]1.C([O-])(=O)C.[K+].N#N, predict the reaction product. The product is: [CH3:29][N:27]1[CH:28]=[C:24]([C:21]2[N:20]=[C:19]3[N:15]([CH2:14][C@H:10]4[O:11][CH2:12][CH2:13][N:8]([C:5]5[N:4]=[CH:3][C:2]([B:33]6[O:34][C:35]([CH3:37])([CH3:36])[C:31]([CH3:47])([CH3:30])[O:32]6)=[CH:7][N:6]=5)[CH2:9]4)[N:16]=[N:17][C:18]3=[N:23][CH:22]=2)[CH:25]=[N:26]1. (3) Given the reactants [CH3:1][C:2]1[CH:7]=[CH:6][C:5]([C:8]([CH3:10])=[O:9])=[CH:4][CH:3]=1.C([O:14][C:15](=O)[C:16]([F:19])([F:18])[F:17])(C)C.C[O-].[Na+].Cl, predict the reaction product. The product is: [F:17][C:16]([F:19])([F:18])[C:15](=[O:14])[CH2:10][C:8]([C:5]1[CH:6]=[CH:7][C:2]([CH3:1])=[CH:3][CH:4]=1)=[O:9]. (4) Given the reactants C(O[C:4](=[O:19])[C:5]1[CH:10]=[CH:9][C:8]([O:11][C:12]2[C:17]([Cl:18])=[N:16][CH:15]=[CH:14][N:13]=2)=[CH:7][CH:6]=1)C.C(OC([N:27]1[C:31]2[CH:32]=[C:33]([F:36])[CH:34]=[CH:35][C:30]=2[N:29]=[CH:28]1)=O)(C)(C)C.[Li+].C[Si]([N-][Si](C)(C)C)(C)C, predict the reaction product. The product is: [Cl:18][C:17]1[C:12]([O:11][C:8]2[CH:7]=[CH:6][C:5]([C:4]([C:28]3[NH:27][C:31]4[CH:32]=[C:33]([F:36])[CH:34]=[CH:35][C:30]=4[N:29]=3)=[O:19])=[CH:10][CH:9]=2)=[N:13][CH:14]=[CH:15][N:16]=1. (5) Given the reactants [F:1][C:2]([F:7])([F:6])[C:3]([OH:5])=[O:4].[NH2:8][C:9]1[N:10]([CH3:28])[C:11](=[O:27])[C:12]2([N:26]=1)[C:21]1[C:16](=[CH:17][CH:18]=[C:19](Br)[CH:20]=1)[C:15](=[O:23])[C:14]([CH3:25])([CH3:24])[CH2:13]2.[N:29]1[CH:34]=[C:33](B(O)O)[CH:32]=[N:31][CH:30]=1.C([O-])([O-])=O.[Na+].[Na+].O1CCOCC1, predict the reaction product. The product is: [F:1][C:2]([F:7])([F:6])[C:3]([OH:5])=[O:4].[NH2:8][C:9]1[N:10]([CH3:28])[C:11](=[O:27])[C:12]2([N:26]=1)[C:21]1[C:16](=[CH:17][CH:18]=[C:19]([C:33]3[CH:34]=[N:29][CH:30]=[N:31][CH:32]=3)[CH:20]=1)[C:15](=[O:23])[C:14]([CH3:25])([CH3:24])[CH2:13]2. (6) Given the reactants [CH3:1][CH:2]1[C:6]2[CH:7]=[C:8]([OH:11])[CH:9]=[CH:10][C:5]=2[O:4][CH:3]1N1CCOCC1.Cl, predict the reaction product. The product is: [CH3:1][C:2]1[C:6]2[CH:7]=[C:8]([OH:11])[CH:9]=[CH:10][C:5]=2[O:4][CH:3]=1.